This data is from Reaction yield outcomes from USPTO patents with 853,638 reactions. The task is: Predict the reaction yield, written as a fraction of the theoretical maximum amount of product (1.0 means a 100% yield; for example, 0.34 means a 34% yield). (1) The reactants are C(OC(N1CCN(C2C(=O)N(CC(C)C)N=C(C3C=CC(F)=C(F)C=3)C=2C)CC1)=O)(C)(C)C.[C:34]([C:37]1[C:38](=[O:55])[N:39]([CH2:51][CH:52]([CH3:54])[CH3:53])[N:40]=[C:41]([C:43]2[CH:48]=[CH:47][C:46]([F:49])=[CH:45][C:44]=2[F:50])[CH:42]=1)(O)=[O:35]. No catalyst specified. The product is [F:50][C:44]1[CH:45]=[C:46]([F:49])[CH:47]=[CH:48][C:43]=1[C:41]1[CH:42]=[C:37]([CH2:34][OH:35])[C:38](=[O:55])[N:39]([CH2:51][CH:52]([CH3:53])[CH3:54])[N:40]=1. The yield is 0.450. (2) The catalyst is CN(C=O)C.C(Cl)Cl. The yield is 0.750. The reactants are [N+:1]([C:4]1[CH:12]=[CH:11][CH:10]=[C:6]([C:7]([OH:9])=O)[C:5]=1[OH:13])([O-:3])=[O:2].C(Cl)(=O)C(Cl)=O.[CH3:20][N:21]1[CH2:26][CH2:25][NH:24][CH2:23][CH2:22]1. The product is [N+:1]([C:4]1[C:5]([OH:13])=[C:6]([C:7]([N:24]2[CH2:25][CH2:26][N:21]([CH3:20])[CH2:22][CH2:23]2)=[O:9])[CH:10]=[CH:11][CH:12]=1)([O-:3])=[O:2]. (3) The reactants are [Cl-].O[NH3+:3].[C:4](=[O:7])([O-])[OH:5].[Na+].CS(C)=O.[CH2:13]([O:15][C:16]1[N:17]([CH2:34][C:35]2[CH:40]=[CH:39][C:38]([C:41]3[C:42]([C:47]#[N:48])=[CH:43][CH:44]=[CH:45][CH:46]=3)=[CH:37][CH:36]=2)[C:18](=[O:33])[C:19]([C:23]2[CH:28]=[CH:27][C:26]([O:29][CH:30]([CH3:32])[CH3:31])=[CH:25][CH:24]=2)=[C:20]([CH3:22])[N:21]=1)[CH3:14]. The catalyst is C(OCC)(=O)C. The product is [CH2:13]([O:15][C:16]1[N:17]([CH2:34][C:35]2[CH:36]=[CH:37][C:38]([C:41]3[CH:46]=[CH:45][CH:44]=[CH:43][C:42]=3[C:47]3[NH:3][C:4](=[O:7])[O:5][N:48]=3)=[CH:39][CH:40]=2)[C:18](=[O:33])[C:19]([C:23]2[CH:24]=[CH:25][C:26]([O:29][CH:30]([CH3:32])[CH3:31])=[CH:27][CH:28]=2)=[C:20]([CH3:22])[N:21]=1)[CH3:14]. The yield is 0.660. (4) The reactants are Br[C:2]1[CH:3]=[C:4]2[C:9](=[CH:10][CH:11]=1)[NH:8][C:7](=[O:12])[N:6]([CH:13]1[CH2:18][CH2:17][NH:16][CH2:15][CH2:14]1)[CH2:5]2.[CH3:19][N:20](C)C=O. The catalyst is [C-]#N.[Zn+2].[C-]#N.C1C=CC([P]([Pd]([P](C2C=CC=CC=2)(C2C=CC=CC=2)C2C=CC=CC=2)([P](C2C=CC=CC=2)(C2C=CC=CC=2)C2C=CC=CC=2)[P](C2C=CC=CC=2)(C2C=CC=CC=2)C2C=CC=CC=2)(C2C=CC=CC=2)C2C=CC=CC=2)=CC=1. The product is [O:12]=[C:7]1[N:6]([CH:13]2[CH2:18][CH2:17][NH:16][CH2:15][CH2:14]2)[CH2:5][C:4]2[C:9](=[CH:10][CH:11]=[C:2]([C:19]#[N:20])[CH:3]=2)[NH:8]1. The yield is 0.380. (5) The reactants are [H-].[Na+].[C:3](#[N:7])[CH2:4][C:5]#[N:6].[C:8]([C:16]1[CH:24]=[CH:23][C:19]([C:20](Cl)=[O:21])=[CH:18][CH:17]=1)(=[O:15])[C:9]1[CH:14]=[CH:13][CH:12]=[CH:11][CH:10]=1.S(OC)(O[CH3:29])(=O)=O. The catalyst is O1CCCC1. The product is [C:8]([C:16]1[CH:24]=[CH:23][C:19]([C:20]([O:21][CH3:29])=[C:4]([C:3]#[N:7])[C:5]#[N:6])=[CH:18][CH:17]=1)(=[O:15])[C:9]1[CH:14]=[CH:13][CH:12]=[CH:11][CH:10]=1. The yield is 0.300. (6) The reactants are [Cl:1][C:2]1[CH:31]=[CH:30][C:5]([C:6]([N:8]([CH:10]2[CH:14]([C:15]3[CH:20]=[CH:19][C:18]([Cl:21])=[CH:17][CH:16]=3)[CH2:13][N:12]([C:22]([CH:24]3[CH2:29][CH2:28][NH:27][CH2:26][CH2:25]3)=[O:23])[CH2:11]2)[CH3:9])=[O:7])=[CH:4][C:3]=1[C:32]([F:35])([F:34])[F:33].[H-].[Na+].I[CH2:39][C:40]#[N:41]. The catalyst is CN(C=O)C.C(OCC)(=O)C. The product is [Cl:1][C:2]1[CH:31]=[CH:30][C:5]([C:6]([N:8]([CH:10]2[CH:14]([C:15]3[CH:20]=[CH:19][C:18]([Cl:21])=[CH:17][CH:16]=3)[CH2:13][N:12]([C:22]([CH:24]3[CH2:25][CH2:26][N:27]([CH2:39][C:40]#[N:41])[CH2:28][CH2:29]3)=[O:23])[CH2:11]2)[CH3:9])=[O:7])=[CH:4][C:3]=1[C:32]([F:34])([F:35])[F:33]. The yield is 0.880. (7) The reactants are N[C@H](C(O)=O)CS.C1(=O)NC(=O)C=C1.[OH:15][C:16]([CH2:18][CH2:19][CH2:20][CH2:21][C@H:22]1[C@@H:30]2[C@@H:25]([NH:26][C:27]([NH:29]2)=[O:28])[CH2:24][S:23]1)=[O:17]. No catalyst specified. The product is [OH:17][C:16]([CH2:18][CH2:19][CH2:20][CH2:21][C@H:22]1[C@@H:30]2[C@@H:25]([NH:26][C:27]([NH:29]2)=[O:28])[CH2:24][S:23]1)=[O:15]. The yield is 1.00.